Dataset: Peptide-MHC class I binding affinity with 185,985 pairs from IEDB/IMGT. Task: Regression. Given a peptide amino acid sequence and an MHC pseudo amino acid sequence, predict their binding affinity value. This is MHC class I binding data. (1) The peptide sequence is LYLTQDLFL. The binding affinity (normalized) is 0.0357. The MHC is HLA-A26:01 with pseudo-sequence HLA-A26:01. (2) The peptide sequence is KEPQKPLVL. The MHC is HLA-B18:01 with pseudo-sequence HLA-B18:01. The binding affinity (normalized) is 0. (3) The peptide sequence is DLEDLKDQI. The MHC is HLA-A02:01 with pseudo-sequence HLA-A02:01. The binding affinity (normalized) is 0.0666. (4) The peptide sequence is MILLQMNA. The MHC is H-2-Kb with pseudo-sequence H-2-Kb. The binding affinity (normalized) is 0.153. (5) The peptide sequence is EPLSPDTCLL. The MHC is HLA-B51:01 with pseudo-sequence HLA-B51:01. The binding affinity (normalized) is 0. (6) The peptide sequence is HSKKKCDEL. The MHC is HLA-B40:01 with pseudo-sequence HLA-B40:01. The binding affinity (normalized) is 0. (7) The peptide sequence is ISNNHIISK. The MHC is HLA-B15:01 with pseudo-sequence HLA-B15:01. The binding affinity (normalized) is 0.0847. (8) The peptide sequence is KYDGERVQV. The MHC is H-2-Kd with pseudo-sequence H-2-Kd. The binding affinity (normalized) is 0.316. (9) The peptide sequence is WMLGTGVYL. The MHC is HLA-A03:01 with pseudo-sequence HLA-A03:01. The binding affinity (normalized) is 0.0847.